From a dataset of Reaction yield outcomes from USPTO patents with 853,638 reactions. Predict the reaction yield, written as a fraction of the theoretical maximum amount of product (1.0 means a 100% yield; for example, 0.34 means a 34% yield). (1) The reactants are [H-].[Na+].[CH2:3]([O:10][C:11](=[O:27])[NH:12][C:13]1[C:14](=[O:26])[NH:15][C:16]([C:19]2[CH:24]=[CH:23][CH:22]=[CH:21][C:20]=2[Cl:25])=[CH:17][CH:18]=1)[C:4]1[CH:9]=[CH:8][CH:7]=[CH:6][CH:5]=1.I[CH2:29][C:30]([NH:32][CH2:33][CH2:34][C:35]1[CH:40]=[CH:39][CH:38]=[CH:37][CH:36]=1)=[O:31]. The catalyst is CN(C=O)C. The product is [CH2:3]([O:10][C:11](=[O:27])[NH:12][C:13]1[C:14](=[O:26])[N:15]([CH2:29][C:30](=[O:31])[NH:32][CH2:33][CH2:34][C:35]2[CH:40]=[CH:39][CH:38]=[CH:37][CH:36]=2)[C:16]([C:19]2[CH:24]=[CH:23][CH:22]=[CH:21][C:20]=2[Cl:25])=[CH:17][CH:18]=1)[C:4]1[CH:9]=[CH:8][CH:7]=[CH:6][CH:5]=1. The yield is 0.200. (2) The reactants are [Br:1][C:2]1[C:3]([OH:10])=[C:4]([CH:7]=[CH:8][CH:9]=1)[CH:5]=O.Br[CH2:12][C:13]([C:15]1[CH:20]=[CH:19][CH:18]=[C:17]([O:21][CH3:22])[CH:16]=1)=[O:14]. No catalyst specified. The product is [Br:1][C:2]1[C:3]2[O:10][C:12]([C:13]([C:15]3[CH:20]=[CH:19][CH:18]=[C:17]([O:21][CH3:22])[CH:16]=3)=[O:14])=[CH:5][C:4]=2[CH:7]=[CH:8][CH:9]=1. The yield is 0.910. (3) The reactants are C[O:2][C:3](=[O:33])[C:4]1[CH:9]=[CH:8][C:7]([CH2:10][N:11]2[CH:15]=[C:14]([C:16]3[CH:21]=[CH:20][C:19]([F:22])=[CH:18][C:17]=3[F:23])[N:13]=[C:12]2/[CH:24]=[CH:25]/[C:26]2[CH:31]=[CH:30][C:29](Br)=[CH:28][CH:27]=2)=[CH:6][CH:5]=1.[CH2:34]([O:36][C:37]1[CH:42]=[CH:41][C:40](B(O)O)=[CH:39][CH:38]=1)[CH3:35]. No catalyst specified. The product is [F:23][C:17]1[CH:18]=[C:19]([F:22])[CH:20]=[CH:21][C:16]=1[C:14]1[N:13]=[C:12](/[CH:24]=[CH:25]/[C:26]2[CH:27]=[CH:28][C:29]([C:40]3[CH:41]=[CH:42][C:37]([O:36][CH2:34][CH3:35])=[CH:38][CH:39]=3)=[CH:30][CH:31]=2)[N:11]([CH2:10][C:7]2[CH:6]=[CH:5][C:4]([C:3]([OH:2])=[O:33])=[CH:9][CH:8]=2)[CH:15]=1. The yield is 0.560. (4) The reactants are Br[C:2]1[CH:3]=[C:4]2[C:8](=[CH:9][C:10]=1[Cl:11])[NH:7][N:6]=[C:5]2[C:12]([OH:14])=[O:13].CC1(C)COB([C:22]2[CH:27]=[CH:26][C:25]([C:28]([OH:34])([CH3:33])[C:29]([F:32])([F:31])[F:30])=[CH:24][CH:23]=2)OC1.C(=O)([O-])[O-].[K+].[K+]. The catalyst is C1(C)C=CC=CC=1.CCO.C1C=CC(P(C2C=CC=CC=2)[C-]2C=CC=C2)=CC=1.C1C=CC(P(C2C=CC=CC=2)[C-]2C=CC=C2)=CC=1.Cl[Pd]Cl.[Fe+2]. The product is [Cl:11][C:10]1[CH:9]=[C:8]2[C:4]([C:5]([C:12]([OH:14])=[O:13])=[N:6][NH:7]2)=[CH:3][C:2]=1[C:22]1[CH:27]=[CH:26][C:25]([C:28]([OH:34])([CH3:33])[C:29]([F:31])([F:32])[F:30])=[CH:24][CH:23]=1. The yield is 0.150. (5) The reactants are [CH3:1][Si:2]([CH3:10])([CH3:9])[O:3][C:4]([CH3:8])([C:6]#[CH:7])[CH3:5].[Li]CCCC.CON(C)[C:19]([C:21]1[CH:29]=[CH:28][C:24]2=[N:25][O:26][N:27]=[C:23]2[CH:22]=1)=[O:20]. The catalyst is C1COCC1. The product is [N:25]1[O:26][N:27]=[C:23]2[CH:22]=[C:21]([C:19](=[O:20])[C:7]#[C:6][C:4]([CH3:8])([O:3][Si:2]([CH3:10])([CH3:9])[CH3:1])[CH3:5])[CH:29]=[CH:28][C:24]=12. The yield is 0.630. (6) The reactants are [NH2:1][C:2]1[CH:11]=[C:10]2[C:5]([CH:6]=[C:7]([C:13]3[CH:18]=[CH:17][CH:16]=[CH:15][C:14]=3[C:19]([F:22])([F:21])[F:20])[NH:8][C:9]2=[O:12])=[CH:4][CH:3]=1.[Cl:23][CH2:24][C:25](Cl)=[O:26].N1C=CC=CC=1. The catalyst is C1C=CC=CC=1. The product is [Cl:23][CH2:24][C:25]([NH:1][C:2]1[CH:11]=[C:10]2[C:5]([CH:6]=[C:7]([C:13]3[CH:18]=[CH:17][CH:16]=[CH:15][C:14]=3[C:19]([F:22])([F:20])[F:21])[NH:8][C:9]2=[O:12])=[CH:4][CH:3]=1)=[O:26]. The yield is 0.560. (7) The catalyst is C1COCC1. The reactants are [N+:1]([C:4]1[CH:8]=[C:7]([C:9](O)=[O:10])[NH:6][N:5]=1)([O-:3])=[O:2]. The yield is 0.940. The product is [N+:1]([C:4]1[CH:8]=[C:7]([CH2:9][OH:10])[NH:6][N:5]=1)([O-:3])=[O:2].